This data is from Drug-target binding data from BindingDB using IC50 measurements. The task is: Regression. Given a target protein amino acid sequence and a drug SMILES string, predict the binding affinity score between them. We predict pIC50 (pIC50 = -log10(IC50 in M); higher means more potent). Dataset: bindingdb_ic50. (1) The small molecule is CCC(C)[C@H](N)C(=O)NS(=O)(=O)OC[C@H]1O[C@@H](c2nc(-c3cc(C#N)co3)cs2)[C@H](O)[C@@H]1O. The target protein (P41252) has sequence MLQQVPENINFPAEEEKILEFWTEFNCFQECLKQSKHKPKFTFYDGPPFATGLPHYGHILAGTIKDIVTRYAHQSGFHVDRRFGWDCHGLPVEYEIDKTLGIRGPEDVAKMGITEYNNQCRAIVMRYSAEWKSTVSRLGRWIDFDNDYKTLYPQFMESVWWVFKQLYDKGLVYRGVKVMPFSTACNTPLSNFESHQNYKDVQDPSVFVTFPLEEDETVSLVAWTTTPWTLPSNLAVCVNPEMQYVKIKDVARGRLLILMEARLSALYKLESDYEILERFPGAYLKGKKYRPLFDYFLKCKENGAFTVLVDNYVKEEEGTGVVHQAPYFGAEDYRVCMDFNIIRKDSLPVCPVDASGCFTTEVTDFAGQYVKDADKSIIRTLKEQGRLLVATTFTHSYPFCWRSDTPLIYKAVPSWFVRVENMVDQLLRNNDLCYWVPELVREKRFGNWLKDARDWTISRNRYWGTPIPLWVSDDFEEVVCIGSVAELEELSGAKISDLHR.... The pIC50 is 6.9. (2) The compound is NCCCn1cc(C2=C(c3c[nH]c4ccccc34)C(=O)NC2=O)c2ccccc21. The target protein sequence is MDGTAAEPRPGAGSLQHAQPPPQPRKKRPEDFKFGKILGEGSFSTVVLARELATSREYAIKILEKRHIIKENKVPYVTRERDVMSRLDHPFFTKLYFTFQDDEKLYFGLSYAKNGELLKYIRKIGSFDETCTRFYTAEIVSALEYLHGKGIIHRDLKPENILLNEDMHIQITDFGTAKVLSPESKQARANSFVGTAQYVSPELLTEKSACKSSDLWALGCIIYQLVAGLPPFRAGNEYLIFQKIIKLEYDFPEKFFPKARDLVEKLLVLDATKRLGCEEMEGYGPLKAHPFFESVTWENLHQQTPPKLT. The pIC50 is 5.6.